This data is from Full USPTO retrosynthesis dataset with 1.9M reactions from patents (1976-2016). The task is: Predict the reactants needed to synthesize the given product. (1) Given the product [CH2:24]([C:5]1[N:6]([CH2:9][C:10]2[CH:11]=[CH:12][C:13]([C:16]3[C:17]([C:22]#[N:23])=[CH:18][CH:19]=[CH:20][CH:21]=3)=[CH:14][CH:15]=2)[C:7](=[O:8])[C:2]([C:37]2[CH:38]=[CH:39][C:34]([O:33][CH2:31][CH3:32])=[CH:35][CH:36]=2)=[C:3]([CH:28]2[CH2:29][CH2:30]2)[N:4]=1)[CH2:25][CH2:26][CH3:27], predict the reactants needed to synthesize it. The reactants are: Br[C:2]1[C:7](=[O:8])[N:6]([CH2:9][C:10]2[CH:15]=[CH:14][C:13]([C:16]3[C:17]([C:22]#[N:23])=[CH:18][CH:19]=[CH:20][CH:21]=3)=[CH:12][CH:11]=2)[C:5]([CH2:24][CH2:25][CH2:26][CH3:27])=[N:4][C:3]=1[CH:28]1[CH2:30][CH2:29]1.[CH2:31]([O:33][C:34]1[CH:39]=[CH:38][C:37](B(O)O)=[CH:36][CH:35]=1)[CH3:32].C(=O)([O-])[O-].[Cs+].[Cs+]. (2) Given the product [CH3:1][C:2]1[C:3]([O:20][CH2:21][C:22]([F:25])([F:23])[F:24])=[CH:4][CH:5]=[N:6][C:7]=1[CH2:8][S+:9]([O-:19])[C:10]1[NH:18][C:17]2[CH:16]=[CH:15][CH:14]=[CH:13][C:12]=2[N:11]=1.[CH:26]([NH3+:29])([CH3:28])[CH3:27], predict the reactants needed to synthesize it. The reactants are: [CH3:1][C:2]1[C:3]([O:20][CH2:21][C:22]([F:25])([F:24])[F:23])=[CH:4][CH:5]=[N:6][C:7]=1[CH2:8][S+:9]([O-:19])[C:10]1[NH:11][C:12]2[CH:13]=[CH:14][CH:15]=[CH:16][C:17]=2[N:18]=1.[CH:26]([NH2:29])([CH3:28])[CH3:27]. (3) Given the product [F:1][C:2]1[N:7]=[CH:6][C:5]([C:18]2[CH:19]=[CH:20][C:21]([C:24]3[N:25]=[C:26]([NH:29][C:33]4[CH:38]=[CH:37][CH:36]=[C:35]([CH3:39])[N:34]=4)[S:27][CH:28]=3)=[CH:22][CH:23]=2)=[CH:4][CH:3]=1, predict the reactants needed to synthesize it. The reactants are: [F:1][C:2]1[N:7]=[CH:6][C:5](B(O)O)=[CH:4][CH:3]=1.FC1C=C([C:18]2[CH:23]=[CH:22][C:21]([C:24]3[N:25]=[C:26]([N:29]([C:33]4[CH:38]=[CH:37][CH:36]=[C:35]([CH3:39])[N:34]=4)C(=O)C)[S:27][CH:28]=3)=[CH:20][CH:19]=2)C=CN=1. (4) Given the product [C:1]([O:4][C:5]1[CH:6]=[C:7]2[C:11](=[CH:12][CH:13]=1)[NH:10][C:9]([C:14]([O:16][CH2:17][CH3:18])=[O:15])=[C:8]2[Cl:19])(=[O:3])[CH3:2], predict the reactants needed to synthesize it. The reactants are: [C:1]([O:4][C:5]1[CH:6]=[C:7]2[C:11](=[CH:12][CH:13]=1)[NH:10][C:9]([C:14]([O:16][CH2:17][CH3:18])=[O:15])=[CH:8]2)(=[O:3])[CH3:2].[Cl:19]N1C(=O)CCC1=O.C(=O)([O-])[O-].[K+].[K+].